Dataset: Forward reaction prediction with 1.9M reactions from USPTO patents (1976-2016). Task: Predict the product of the given reaction. Given the reactants [C:1]1([C:11]2[O:12][C:13](=[O:21])[C:14]3[N:20]=[CH:19][CH:18]=[CH:17][C:15]=3[N:16]=2)[C:10]2[C:5](=[CH:6][CH:7]=[CH:8][CH:9]=2)[CH:4]=[CH:3][CH:2]=1.[F:22][C:23]1[CH:24]=[C:25]([CH:28]=[C:29]([F:31])[CH:30]=1)[CH2:26][NH2:27], predict the reaction product. The product is: [F:22][C:23]1[CH:24]=[C:25]([CH:28]=[C:29]([F:31])[CH:30]=1)[CH2:26][NH:27][C:13]([C:14]1[C:15]([NH:16][C:11]([C:1]2[C:10]3[C:5](=[CH:6][CH:7]=[CH:8][CH:9]=3)[CH:4]=[CH:3][CH:2]=2)=[O:12])=[CH:17][CH:18]=[CH:19][N:20]=1)=[O:21].